The task is: Predict the product of the given reaction.. This data is from Forward reaction prediction with 1.9M reactions from USPTO patents (1976-2016). (1) Given the reactants [Cl:1][C:2]1[CH:7]=[CH:6][C:5]([C:8]2[N:9]([CH2:22][C@H:23]([OH:28])[C:24]([F:27])([F:26])[F:25])[C:10](=[O:21])[N:11]([CH2:13][C:14]3[N:18]=[C:17]([CH2:19][OH:20])[NH:16][N:15]=3)[N:12]=2)=[CH:4][CH:3]=1.[CH3:29][O:30][C:31]1[CH:36]=[CH:35][CH:34]=[CH:33][C:32]=1B(O)O.B(O)O, predict the reaction product. The product is: [Cl:1][C:2]1[CH:3]=[CH:4][C:5]([C:8]2[N:9]([CH2:22][C@H:23]([OH:28])[C:24]([F:25])([F:27])[F:26])[C:10](=[O:21])[N:11]([CH2:13][C:14]3[N:18]=[C:17]([CH2:19][OH:20])[N:16]([C:32]4[CH:33]=[CH:34][CH:35]=[CH:36][C:31]=4[O:30][CH3:29])[N:15]=3)[N:12]=2)=[CH:6][CH:7]=1. (2) Given the reactants [Br:1][C:2]1[CH:7]=[CH:6][C:5]([OH:8])=[C:4]([O:9][CH3:10])[CH:3]=1.[CH3:11][C:12]1([CH3:15])[CH2:14][O:13]1, predict the reaction product. The product is: [Br:1][C:2]1[CH:7]=[CH:6][C:5]([O:8][CH2:11][C:12]([CH3:15])([OH:13])[CH3:14])=[C:4]([O:9][CH3:10])[CH:3]=1. (3) Given the reactants C([O:3][C:4](=[O:40])[CH:5]([N:13]1[CH2:26][CH2:25][N:24]([CH2:27][C:28]([O:30]CC)=[O:29])[CH2:23][CH2:22][N:21]([CH2:33][C:34]([O:36]CC)=[O:35])[CH2:20][C:19]2[N:39]=[C:15]([CH:16]=[CH:17][CH:18]=2)[CH2:14]1)[CH2:6][CH2:7][C:8]([O:10]CC)=[O:9])C.[OH-].[Na+], predict the reaction product. The product is: [C:28]([CH2:27][N:24]1[CH2:23][CH2:22][N:21]([CH2:33][C:34]([OH:36])=[O:35])[CH2:20][C:19]2[N:39]=[C:15]([CH:16]=[CH:17][CH:18]=2)[CH2:14][N:13]([CH:5]([CH2:6][CH2:7][C:8]([OH:10])=[O:9])[C:4]([OH:40])=[O:3])[CH2:26][CH2:25]1)([OH:30])=[O:29]. (4) Given the reactants [C:1]1([CH:7]2[C:16]3[C:11]4=[C:12]([CH:22]([C:25]5[CH:30]=[CH:29][CH:28]=[CH:27][CH:26]=5)[CH2:23][CH2:24][N:10]4[CH2:9][CH2:8]2)[CH:13]=[C:14]([C:17]([O:19]CC)=[O:18])[CH:15]=3)[CH:6]=[CH:5][CH:4]=[CH:3][CH:2]=1.[OH-].[Na+], predict the reaction product. The product is: [C:25]1([CH:22]2[C:12]3[C:11]4=[C:16]([CH:7]([C:1]5[CH:6]=[CH:5][CH:4]=[CH:3][CH:2]=5)[CH2:8][CH2:9][N:10]4[CH2:24][CH2:23]2)[CH:15]=[C:14]([C:17]([OH:19])=[O:18])[CH:13]=3)[CH:26]=[CH:27][CH:28]=[CH:29][CH:30]=1. (5) Given the reactants O.[NH:2]([C:4]1[CH:11]=[CH:10][C:7]([C:8]#[N:9])=[CH:6][N:5]=1)N.O=[C:13]([C:19]1[CH:24]=[CH:23][CH:22]=[CH:21][CH:20]=1)[CH2:14][NH:15][C:16](=[O:18])[CH3:17], predict the reaction product. The product is: [C:8]([C:7]1[CH:10]=[C:11]2[C:14]([NH:15][C:16](=[O:18])[CH3:17])=[C:13]([C:19]3[CH:24]=[CH:23][CH:22]=[CH:21][CH:20]=3)[NH:2][C:4]2=[N:5][CH:6]=1)#[N:9]. (6) Given the reactants [CH2:1]([O:8][C:9]1[CH:10]=[C:11]([CH:16]=[CH:17][CH:18]=1)[C:12]([O:14]C)=[O:13])[C:2]1[CH:7]=[CH:6][CH:5]=[CH:4][CH:3]=1.[OH-].[K+].CO, predict the reaction product. The product is: [CH2:1]([O:8][C:9]1[CH:10]=[C:11]([CH:16]=[CH:17][CH:18]=1)[C:12]([OH:14])=[O:13])[C:2]1[CH:3]=[CH:4][CH:5]=[CH:6][CH:7]=1.